From a dataset of Forward reaction prediction with 1.9M reactions from USPTO patents (1976-2016). Predict the product of the given reaction. (1) Given the reactants [C:1]([NH:5][CH2:6][CH2:7][CH:8]1[CH2:13][CH2:12][N:11](C(OC(C)(C)C)=O)[CH2:10][CH2:9]1)(=[O:4])[CH:2]=[CH2:3], predict the reaction product. The product is: [NH:11]1[CH2:12][CH2:13][CH:8]([CH2:7][CH2:6][NH:5][C:1](=[O:4])[CH:2]=[CH2:3])[CH2:9][CH2:10]1. (2) Given the reactants [C:1](=[O:4])([O-])[O-].[K+].[K+].[CH2:7]([O:9][C:10](=[O:19])[C:11]1[CH:16]=[CH:15][C:14](Cl)=[N:13][C:12]=1Cl)[CH3:8].[OH:20][C:21]1[CH:28]=[CH:27][C:24]([C:25]#[N:26])=[CH:23][CH:22]=1, predict the reaction product. The product is: [CH2:7]([O:9][C:10](=[O:19])[C:11]1[CH:16]=[CH:15][C:14]([O:20][C:21]2[CH:28]=[CH:27][C:24]([C:25]#[N:26])=[CH:23][CH:22]=2)=[N:13][C:12]=1[O:4][C:1]1[CH:28]=[CH:27][C:24]([C:25]#[N:26])=[CH:23][CH:22]=1)[CH3:8]. (3) Given the reactants COC1C=CC(P2(SP(C3C=CC(OC)=CC=3)(=S)S2)=[S:10])=CC=1.[Cl:23][C:24]1[CH:25]=[N:26][CH:27]=[C:28]([CH:32]=1)[C:29]([NH2:31])=O, predict the reaction product. The product is: [Cl:23][C:24]1[CH:32]=[C:28]([C:29](=[S:10])[NH2:31])[CH:27]=[N:26][CH:25]=1. (4) Given the reactants [C:1]([O:4][CH2:5][C:6]1[C:7]([N:21]2[CH2:32][CH2:31][N:30]3[C:23](=[CH:24][C:25]4[CH2:26][C:27]([CH3:34])([CH3:33])[CH2:28][C:29]=43)[C:22]2=[O:35])=[N:8][CH:9]=[CH:10][C:11]=1B1OC(C)(C)C(C)(C)O1)(=[O:3])[CH3:2].Br[C:37]1[CH:38]=[C:39]([NH:45][C:46]2[CH:59]=[C:49]3[CH2:50][N:51]([CH:54]([CH3:58])[CH2:55][O:56][CH3:57])[CH2:52][CH2:53][N:48]3[N:47]=2)[C:40](=[O:44])[N:41]([CH3:43])[CH:42]=1.[O-]P([O-])([O-])=O.[K+].[K+].[K+].C([O-])(=O)C.[Na+], predict the reaction product. The product is: [C:1]([O:4][CH2:5][C:6]1[C:7]([N:21]2[CH2:32][CH2:31][N:30]3[C:23](=[CH:24][C:25]4[CH2:26][C:27]([CH3:34])([CH3:33])[CH2:28][C:29]=43)[C:22]2=[O:35])=[N:8][CH:9]=[CH:10][C:11]=1[C:37]1[CH:38]=[C:39]([NH:45][C:46]2[CH:59]=[C:49]3[CH2:50][N:51]([CH:54]([CH3:58])[CH2:55][O:56][CH3:57])[CH2:52][CH2:53][N:48]3[N:47]=2)[C:40](=[O:44])[N:41]([CH3:43])[CH:42]=1)(=[O:3])[CH3:2].